From a dataset of Reaction yield outcomes from USPTO patents with 853,638 reactions. Predict the reaction yield, written as a fraction of the theoretical maximum amount of product (1.0 means a 100% yield; for example, 0.34 means a 34% yield). (1) The reactants are [NH2:1][C:2]1[C:3]([C:19]2[O:23][C:22]([C:24]3[CH:29]=[CH:28][C:27]([CH2:30][N:31](C)[C:32](=O)OC(C)(C)C)=[CH:26][CH:25]=3)=[N:21][N:20]=2)=[N:4][C:5]([C:8]2[CH:13]=[CH:12][N:11]=[C:10]([C:14]([C:17]#[N:18])([CH3:16])[CH3:15])[CH:9]=2)=[CH:6][N:7]=1.FC(F)(F)C(O)=O. The catalyst is ClCCl. The product is [NH2:1][C:2]1[N:7]=[CH:6][C:5]([C:8]2[CH:13]=[CH:12][N:11]=[C:10]([C:14]([CH3:16])([CH3:15])[C:17]#[N:18])[CH:9]=2)=[N:4][C:3]=1[C:19]1[O:23][C:22]([C:24]2[CH:25]=[CH:26][C:27]([CH2:30][NH:31][CH3:32])=[CH:28][CH:29]=2)=[N:21][N:20]=1. The yield is 0.433. (2) The reactants are Br[CH2:2][C:3]1[CH:20]=[CH:19][C:6]2[CH2:7][CH2:8][N:9]([C:12]([O:14][C:15]([CH3:18])([CH3:17])[CH3:16])=[O:13])[CH2:10][CH2:11][C:5]=2[CH:4]=1.[C-:21]#[N:22].[Na+]. The catalyst is C(O)C.O. The product is [C:21]([CH2:2][C:3]1[CH:20]=[CH:19][C:6]2[CH2:7][CH2:8][N:9]([C:12]([O:14][C:15]([CH3:18])([CH3:17])[CH3:16])=[O:13])[CH2:10][CH2:11][C:5]=2[CH:4]=1)#[N:22]. The yield is 0.960. (3) The reactants are Br[C:2]1[S:3][C:4]([CH:7]=[O:8])=[CH:5][N:6]=1.[F:9][C:10]1[CH:15]=[CH:14][C:13](B(O)O)=[CH:12][CH:11]=1.C(=O)([O-])[O-].[Na+].[Na+]. The catalyst is C1(C)C=CC=CC=1.C(O)C.C1C=CC([P]([Pd]([P](C2C=CC=CC=2)(C2C=CC=CC=2)C2C=CC=CC=2)([P](C2C=CC=CC=2)(C2C=CC=CC=2)C2C=CC=CC=2)[P](C2C=CC=CC=2)(C2C=CC=CC=2)C2C=CC=CC=2)(C2C=CC=CC=2)C2C=CC=CC=2)=CC=1. The product is [F:9][C:10]1[CH:15]=[CH:14][C:13]([C:2]2[S:3][C:4]([CH:7]=[O:8])=[CH:5][N:6]=2)=[CH:12][CH:11]=1. The yield is 0.880. (4) The reactants are OC1C(CCC)=CC(C2C3C=CC(O)=CC=3ON=2)=C(CCC)C=1.[CH3:24][O:25][CH2:26][O:27][C:28]1[CH:33]=[CH:32][CH:31]=[C:30]([CH2:34][CH2:35][CH3:36])[CH:29]=1.OC1C=C(C=CC=1)C=O.COCCl.[H-].[Na+].[Li]CCCC.COCOC1C=C(C=CC=1)C=O. The catalyst is CN(C=O)C.[Br-].C([P+](C1C=CC=CC=1)(C1C=CC=CC=1)C1C=CC=CC=1)C.C1COCC1.C([O-])([O-])=O.[O-]S([O-])(=O)=O.[Na+].[Na+].[Cu+2]. The product is [CH3:24][O:25][CH2:26][O:27][C:28]1[CH:33]=[CH:32][CH:31]=[C:30]([CH:34]=[CH:35][CH3:36])[CH:29]=1. The yield is 0.820. (5) The yield is 0.900. The reactants are [Br:1][C:2]1[CH:3]=[C:4]([N+:21]([O-:23])=[O:22])[CH:5]=[C:6]([Br:20])[C:7]=1[O:8][C:9]1[CH:14]=[CH:13][C:12]([O:15]C)=[C:11]([CH:17]([CH3:19])[CH3:18])[CH:10]=1.B(Br)(Br)Br. The catalyst is C(Cl)Cl. The product is [Br:1][C:2]1[CH:3]=[C:4]([N+:21]([O-:23])=[O:22])[CH:5]=[C:6]([Br:20])[C:7]=1[O:8][C:9]1[CH:14]=[CH:13][C:12]([OH:15])=[C:11]([CH:17]([CH3:19])[CH3:18])[CH:10]=1. (6) The reactants are Cl[C:2]1[N:7]=[CH:6][C:5]2[C:8]([O:30][CH2:31][CH2:32][O:33][CH3:34])=[N:9][N:10]([C:11]([C:24]3[CH:29]=[CH:28][CH:27]=[CH:26][CH:25]=3)([C:18]3[CH:23]=[CH:22][CH:21]=[CH:20][CH:19]=3)[C:12]3[CH:17]=[CH:16][CH:15]=[CH:14][CH:13]=3)[C:4]=2[CH:3]=1.C[Si]([N-:39][Si](C)(C)C)(C)C.[Li+]. The catalyst is CC(OC)(C)C.COC1C=CC=C(OC)C=1C1C(P(C2CCCCC2)C2CCCCC2)=CC=CC=1.C1C=[C-]C(CCN)=CC=1.Cl[Pd+]. The product is [CH3:34][O:33][CH2:32][CH2:31][O:30][C:8]1[C:5]2[CH:6]=[N:7][C:2]([NH2:39])=[CH:3][C:4]=2[N:10]([C:11]([C:18]2[CH:19]=[CH:20][CH:21]=[CH:22][CH:23]=2)([C:24]2[CH:25]=[CH:26][CH:27]=[CH:28][CH:29]=2)[C:12]2[CH:13]=[CH:14][CH:15]=[CH:16][CH:17]=2)[N:9]=1. The yield is 0.900. (7) The reactants are C([NH:6][C:7]1[CH:12]=[CH:11][C:10]([N+:13]([O-:15])=[O:14])=[CH:9][C:8]=1[C:16]#[C:17][C:18]([CH3:24])([CH3:23])[C:19]([O:21][CH3:22])=[O:20])(=O)CCC. The catalyst is C(#N)C. The product is [CH3:23][C:18]([C:17]1[NH:6][C:7]2[C:8]([CH:16]=1)=[CH:9][C:10]([N+:13]([O-:15])=[O:14])=[CH:11][CH:12]=2)([CH3:24])[C:19]([O:21][CH3:22])=[O:20]. The yield is 0.230.